Dataset: Full USPTO retrosynthesis dataset with 1.9M reactions from patents (1976-2016). Task: Predict the reactants needed to synthesize the given product. (1) Given the product [Cl:1][C:2]1[C:11](/[CH:12]=[C:21](/[C:18]2[CH:19]=[CH:20][S:16][CH:17]=2)\[C:22]#[N:23])=[CH:10][C:9]2[C:4](=[CH:5][CH:6]=[C:7]([O:14][CH3:15])[CH:8]=2)[N:3]=1, predict the reactants needed to synthesize it. The reactants are: [Cl:1][C:2]1[C:11]([CH:12]=O)=[CH:10][C:9]2[C:4](=[CH:5][CH:6]=[C:7]([O:14][CH3:15])[CH:8]=2)[N:3]=1.[S:16]1[CH:20]=[CH:19][C:18]([CH2:21][C:22]#[N:23])=[CH:17]1. (2) Given the product [CH2:29]([O:28][C:26]([NH:1][CH2:4][C@H:5]([N:15]([CH3:23])[C:16](=[O:22])[O:17][C:18]([CH3:19])([CH3:20])[CH3:21])[CH2:6][OH:7])=[O:27])[C:30]1[CH:35]=[CH:34][CH:33]=[CH:32][CH:31]=1, predict the reactants needed to synthesize it. The reactants are: [N:1]([CH2:4][C@H:5]([N:15]([CH3:23])[C:16](=[O:22])[O:17][C:18]([CH3:21])([CH3:20])[CH3:19])[CH2:6][O:7]CC1C=CC=CC=1)=[N+]=[N-].[H][H].[C:26](Cl)([O:28][CH2:29][C:30]1[CH:35]=[CH:34][CH:33]=[CH:32][CH:31]=1)=[O:27].CCN(C(C)C)C(C)C. (3) Given the product [OH:2][CH:1]([CH:3]1[CH2:8][CH2:7][N:6]([C:9]([O:11][C:12]([CH3:15])([CH3:14])[CH3:13])=[O:10])[CH2:5][CH2:4]1)[CH3:16], predict the reactants needed to synthesize it. The reactants are: [CH:1]([CH:3]1[CH2:8][CH2:7][N:6]([C:9]([O:11][C:12]([CH3:15])([CH3:14])[CH3:13])=[O:10])[CH2:5][CH2:4]1)=[O:2].[CH3:16][Mg]Br. (4) Given the product [C:50]([C:47]1[CH:48]=[C:49]2[C:44](=[CH:45][CH:46]=1)[NH:43][CH:42]=[C:41]2[CH2:40][CH2:39][CH2:38][N:21]1[CH2:20][CH2:19][N:18]([C:15]2[CH:14]=[CH:13][C:12]([N:11]3[CH:10]=[CH:9][C:8]4[N:7]=[C:6]([C:24]([OH:26])=[O:25])[CH:5]=[CH:4][C:3]=4[C:2]3=[O:1])=[CH:17][CH:16]=2)[CH2:23][CH2:22]1)#[N:51], predict the reactants needed to synthesize it. The reactants are: [O:1]=[C:2]1[N:11]([C:12]2[CH:17]=[CH:16][C:15]([N:18]3[CH2:23][CH2:22][NH:21][CH2:20][CH2:19]3)=[CH:14][CH:13]=2)[CH:10]=[CH:9][C:8]2[N:7]=[C:6]([C:24]([OH:26])=[O:25])[CH:5]=[CH:4][C:3]1=2.CC1C=CC(S(O[CH2:38][CH2:39][CH2:40][C:41]2[C:49]3[C:44](=[CH:45][CH:46]=[C:47]([C:50]#[N:51])[CH:48]=3)[NH:43][CH:42]=2)(=O)=O)=CC=1.C(=O)([O-])[O-].[K+].[K+].[I-].[K+]. (5) Given the product [CH3:23][C:15]1[N:16]=[C:17]([NH:19][C:20]([NH2:22])=[NH:21])[S:18][C:14]=1[C:12]1[N:13]=[C:9]([NH:8][C:5]2[CH:6]=[CH:7][C:2]([O:24][C:25]3[CH:30]=[CH:29][CH:28]=[CH:27][CH:26]=3)=[CH:3][CH:4]=2)[S:10][CH:11]=1, predict the reactants needed to synthesize it. The reactants are: N[C:2]1[CH:7]=[CH:6][C:5]([NH:8][C:9]2[S:10][CH:11]=[C:12]([C:14]3[S:18][C:17]([NH:19][C:20]([NH2:22])=[NH:21])=[N:16][C:15]=3[CH3:23])[N:13]=2)=[CH:4][CH:3]=1.[O:24](C1C=CC(NC(N)=S)=CC=1)[C:25]1[CH:30]=[CH:29][CH:28]=[CH:27][CH:26]=1. (6) Given the product [Cl:22][C:23]1[CH:30]=[CH:29][C:26]([CH2:27][NH:28][C:2]2[CH:7]=[CH:6][N:5]([C:8]3[CH:9]=[CH:10][C:11]4[N:12]([C:14]([CH3:20])=[C:15]([CH:17]5[CH2:19][CH2:18]5)[N:16]=4)[CH:13]=3)[C:4](=[O:21])[CH:3]=2)=[CH:25][CH:24]=1, predict the reactants needed to synthesize it. The reactants are: Br[C:2]1[CH:7]=[CH:6][N:5]([C:8]2[CH:9]=[CH:10][C:11]3[N:12]([C:14]([CH3:20])=[C:15]([CH:17]4[CH2:19][CH2:18]4)[N:16]=3)[CH:13]=2)[C:4](=[O:21])[CH:3]=1.[Cl:22][C:23]1[CH:30]=[CH:29][C:26]([CH2:27][NH2:28])=[CH:25][CH:24]=1.CC1(C)C2C(=C(P(C3C=CC=CC=3)C3C=CC=CC=3)C=CC=2)OC2C(P(C3C=CC=CC=3)C3C=CC=CC=3)=CC=CC1=2.C(=O)([O-])[O-].[Cs+].[Cs+].